This data is from Tyrosyl-DNA phosphodiesterase HTS with 341,365 compounds. The task is: Binary Classification. Given a drug SMILES string, predict its activity (active/inactive) in a high-throughput screening assay against a specified biological target. (1) The result is 0 (inactive). The compound is S(c1nc([nH]c1c1ccc(F)cc1)c1ccc(OC)cc1)CC(=O)Nc1ccc(OC)cc1. (2) The molecule is O=C(N1CC(N(CC1)c1ccc(cc1)C)C)Nc1ccc(cc1)C(=O)C. The result is 0 (inactive). (3) The molecule is Fc1cc(Nc2n3c(nc(c2CC)C)nnc3)ccc1C. The result is 0 (inactive). (4) The drug is O=C(N(C)C)c1ccc(c2c(N)c(=O)[nH]cc2)cc1. The result is 0 (inactive). (5) The molecule is O1c2cc(CNC(=O)CCNC(=O)Cn3c(=O)c4c(cc3)cccc4)ccc2OC1. The result is 0 (inactive). (6) The compound is s1c(NC(=O)CSc2n(c(nn2)c2c(cccc2)C)C)c(c(c1C(=O)C)C)C(OCC)=O. The result is 0 (inactive). (7) The drug is Clc1ccc(Cn2c(=O)c3n4CCN(c4nc3n(c2=O)C)Cc2occc2)cc1. The result is 0 (inactive). (8) The molecule is s1c(C(=O)N2CCCCC2)c(c(c1NC(=O)C(F)(OC)C(F)(F)F)C(OCC)=O)C. The result is 0 (inactive). (9) The compound is S=C(Nc1ccc(cc1)C)N. The result is 0 (inactive).